From a dataset of Forward reaction prediction with 1.9M reactions from USPTO patents (1976-2016). Predict the product of the given reaction. (1) Given the reactants [C:1]([NH:9][C:10]1[C:11]2[N:12]=[CH:13][N:14]([C:30]=2[N:31]=[CH:32][N:33]=1)[C@@H:15]1[O:29][C@H:19]([CH2:20][O:21][Si:22]([C:25]([CH3:28])([CH3:27])[CH3:26])([CH3:24])[CH3:23])[C@@H:17]([OH:18])[CH2:16]1)(=[O:8])[C:2]1[CH:7]=[CH:6][CH:5]=[CH:4][CH:3]=1.[CH3:34][O:35][C:36]1[CH:57]=[CH:56][C:39]([C:40](Cl)([C:49]2[CH:54]=[CH:53][CH:52]=[CH:51][CH:50]=2)[C:41]2[CH:46]=[CH:45][C:44]([O:47][CH3:48])=[CH:43][CH:42]=2)=[CH:38][CH:37]=1.C(=O)([O-])O.[Na+], predict the reaction product. The product is: [C:1]([NH:9][C:10]1[C:11]2[N:12]=[CH:13][N:14]([C:30]=2[N:31]=[CH:32][N:33]=1)[C@@H:15]1[O:29][C@H:19]([CH2:20][O:21][Si:22]([C:25]([CH3:26])([CH3:27])[CH3:28])([CH3:24])[CH3:23])[C@@H:17]([O:18][C:40]([C:49]2[CH:54]=[CH:53][CH:52]=[CH:51][CH:50]=2)([C:41]2[CH:46]=[CH:45][C:44]([O:47][CH3:48])=[CH:43][CH:42]=2)[C:39]2[CH:38]=[CH:37][C:36]([O:35][CH3:34])=[CH:57][CH:56]=2)[CH2:16]1)(=[O:8])[C:2]1[CH:3]=[CH:4][CH:5]=[CH:6][CH:7]=1. (2) Given the reactants [C:1](Cl)(=[O:3])[CH3:2].Br.[OH:6][C:7]1[CH:12]=[CH:11][C:10]([C:13]2[C:22]3[C:21](=[O:23])[NH:20][C:19]4[CH:24]=[C:25]([N:28]5[CH2:33][CH2:32][NH:31][CH2:30][CH2:29]5)[CH:26]=[CH:27][C:18]=4[C:17]=3[C:16]3[C:34]([CH3:37])=[N:35][NH:36][C:15]=3[N:14]=2)=[CH:9][CH:8]=1, predict the reaction product. The product is: [C:1]([O:6][C:7]1[CH:12]=[CH:11][C:10]([C:13]2[C:22]3[C:21](=[O:23])[NH:20][C:19]4[CH:24]=[C:25]([N:28]5[CH2:33][CH2:32][NH:31][CH2:30][CH2:29]5)[CH:26]=[CH:27][C:18]=4[C:17]=3[C:16]3[C:34]([CH3:37])=[N:35][NH:36][C:15]=3[N:14]=2)=[CH:9][CH:8]=1)(=[O:3])[CH3:2]. (3) Given the reactants Br[C:2]1[CH:7]=[CH:6][C:5]([C:8]2[N:9]([CH2:15][C@@H:16]3[CH2:20][CH2:19][N:18]([C:21]([CH:23]4[CH2:25][CH2:24]4)=[O:22])[CH2:17]3)[C:10](=[O:14])[N:11]([CH3:13])[N:12]=2)=[C:4]([F:26])[CH:3]=1.[CH3:27][N:28]([CH3:42])[S:29]([NH:32][C:33]1[CH:34]=[C:35](B(O)O)[CH:36]=[CH:37][CH:38]=1)(=[O:31])=[O:30].C([O-])([O-])=O.[K+].[K+].O1CCOCC1, predict the reaction product. The product is: [CH:23]1([C:21]([N:18]2[CH2:19][CH2:20][C@@H:16]([CH2:15][N:9]3[C:10](=[O:14])[N:11]([CH3:13])[N:12]=[C:8]3[C:5]3[CH:6]=[CH:7][C:2]([C:37]4[CH:36]=[CH:35][CH:34]=[C:33]([NH:32][S:29]([N:28]([CH3:42])[CH3:27])(=[O:31])=[O:30])[CH:38]=4)=[CH:3][C:4]=3[F:26])[CH2:17]2)=[O:22])[CH2:25][CH2:24]1. (4) Given the reactants [CH:1]1([CH:7]([C:9]2[C:13]([CH3:14])=[CH:12][N:11]([C:15]3[CH:20]=[CH:19][CH:18]=[C:17]([C:21]([F:24])([F:23])[F:22])[CH:16]=3)[CH:10]=2)[OH:8])[CH2:6][CH2:5][CH2:4][CH2:3][CH2:2]1.O[C:26]1[CH:35]=[CH:34][C:29]([C:30]([O:32]C)=[O:31])=[CH:28][CH:27]=1.C(P(CCCC)CCCC)CCC.N(C([O-])=O)=NC([O-])=O, predict the reaction product. The product is: [CH:1]1([CH:7]([C:9]2[C:13]([CH3:14])=[CH:12][N:11]([C:15]3[CH:20]=[CH:19][CH:18]=[C:17]([C:21]([F:24])([F:22])[F:23])[CH:16]=3)[CH:10]=2)[O:8][C:26]2[CH:35]=[CH:34][C:29]([C:30]([OH:32])=[O:31])=[CH:28][CH:27]=2)[CH2:6][CH2:5][CH2:4][CH2:3][CH2:2]1. (5) Given the reactants O.[OH-].[Li+].C[O:5][C:6]([C:8]1[CH:13]=[N:12][C:11]([O:14][CH2:15][C:16]2[N:17]([CH3:28])[N:18]=[N:19][C:20]=2[C:21]2[CH:26]=[CH:25][C:24]([F:27])=[CH:23][CH:22]=2)=[CH:10][N:9]=1)=[O:7], predict the reaction product. The product is: [F:27][C:24]1[CH:23]=[CH:22][C:21]([C:20]2[N:19]=[N:18][N:17]([CH3:28])[C:16]=2[CH2:15][O:14][C:11]2[N:12]=[CH:13][C:8]([C:6]([OH:7])=[O:5])=[N:9][CH:10]=2)=[CH:26][CH:25]=1. (6) Given the reactants [CH3:1][C@@:2]12[C@:10]3([C:16]([CH2:18][OH:19])=[O:17])[O:11]C(C)(C)[O:13][C@@H:9]3[CH2:8][C@H:7]1[C@@H:6]1[CH2:20][CH2:21][C:22]3[C@@:28]([CH3:29])([C@@:5]1([F:30])[C@@H:4]([OH:31])[CH2:3]2)[CH:27]=[CH:26][C:24](=[O:25])[CH:23]=3.C[C@@]12[C@@](O)(C(CO)=O)[C@H](O)C[C@H]1[C@@H]1C[C@H](F)C3[C@@](C)([C@@]1(F)[C@@H](O)C2)C=CC(=O)C=3, predict the reaction product. The product is: [CH3:1][C@@:2]12[C@@:10]([OH:11])([C:16]([CH2:18][OH:19])=[O:17])[C@H:9]([OH:13])[CH2:8][C@H:7]1[C@@H:6]1[CH2:20][CH2:21][C:22]3[C@@:28]([CH3:29])([C@@:5]1([F:30])[C@@H:4]([OH:31])[CH2:3]2)[CH:27]=[CH:26][C:24](=[O:25])[CH:23]=3. (7) Given the reactants [C:1]1([CH3:28])[CH:6]=[C:5]([CH3:7])[CH:4]=[C:3]([CH3:8])[C:2]=1[S:9][C:10]1[C:11]2[NH:27][CH:26]=[CH:25][C:12]=2[N:13]=[C:14]([NH:16][C:17]2[CH:24]=[CH:23][C:20]([C:21]#[N:22])=[CH:19][CH:18]=2)[N:15]=1.C1C(=O)N([Br:36])C(=O)C1, predict the reaction product. The product is: [Br:36][C:25]1[C:12]2[N:13]=[C:14]([NH:16][C:17]3[CH:24]=[CH:23][C:20]([C:21]#[N:22])=[CH:19][CH:18]=3)[N:15]=[C:10]([S:9][C:2]3[C:3]([CH3:8])=[CH:4][C:5]([CH3:7])=[CH:6][C:1]=3[CH3:28])[C:11]=2[NH:27][CH:26]=1.